From a dataset of Full USPTO retrosynthesis dataset with 1.9M reactions from patents (1976-2016). Predict the reactants needed to synthesize the given product. Given the product [OH:1][C:2]1[C:7]([I:28])=[CH:6][CH:5]=[CH:4][C:3]=1[C:8]1[N:13]=[C:12]([N:14]2[C:18]([C:19]([F:22])([F:21])[F:20])=[C:17]([C:23]([O:25][CH2:26][CH3:27])=[O:24])[CH:16]=[N:15]2)[CH:11]=[CH:10][CH:9]=1, predict the reactants needed to synthesize it. The reactants are: [OH:1][C:2]1[CH:7]=[CH:6][CH:5]=[CH:4][C:3]=1[C:8]1[N:13]=[C:12]([N:14]2[C:18]([C:19]([F:22])([F:21])[F:20])=[C:17]([C:23]([O:25][CH2:26][CH3:27])=[O:24])[CH:16]=[N:15]2)[CH:11]=[CH:10][CH:9]=1.[I:28]I.